Predict the reaction yield, written as a fraction of the theoretical maximum amount of product (1.0 means a 100% yield; for example, 0.34 means a 34% yield). From a dataset of Reaction yield outcomes from USPTO patents with 853,638 reactions. (1) The reactants are Br[C:2]1[CH:3]=[CH:4][C:5]2[N:6]([C:8]([C:18]([NH:20][CH3:21])=[O:19])=[C:9]([C:11]3[CH:16]=[CH:15][C:14]([F:17])=[CH:13][CH:12]=3)[N:10]=2)[CH:7]=1.B([C:25]1[CH:26]=[C:27]([CH:31]=[CH:32][CH:33]=1)[C:28]([OH:30])=[O:29])(O)O.C([O-])([O-])=O.[Cs+].[Cs+].Cl. The catalyst is C1C=CC([P]([Pd]([P](C2C=CC=CC=2)(C2C=CC=CC=2)C2C=CC=CC=2)([P](C2C=CC=CC=2)(C2C=CC=CC=2)C2C=CC=CC=2)[P](C2C=CC=CC=2)(C2C=CC=CC=2)C2C=CC=CC=2)(C2C=CC=CC=2)C2C=CC=CC=2)=CC=1.O.O1CCOCC1. The product is [F:17][C:14]1[CH:15]=[CH:16][C:11]([C:9]2[N:10]=[C:5]3[CH:4]=[CH:3][C:2]([C:25]4[CH:26]=[C:27]([CH:31]=[CH:32][CH:33]=4)[C:28]([OH:30])=[O:29])=[CH:7][N:6]3[C:8]=2[C:18](=[O:19])[NH:20][CH3:21])=[CH:12][CH:13]=1. The yield is 0.780. (2) The reactants are Br[C:2]1[CH:3]=[C:4]([CH:7]=[CH:8][C:9]=1[CH:10]([F:12])[F:11])[C:5]#[N:6].C(N(CC)CC)C.C1(P(C2C=CC=CC=2)CCCP(C2C=CC=CC=2)C2C=CC=CC=2)C=CC=CC=1.[C]=[O:50].C[CH2:52][O:53][CH2:54]C. The catalyst is C([O-])(=O)C.[Pd+2].C([O-])(=O)C.CN(C=O)C.CO. The product is [C:5]([C:4]1[CH:7]=[CH:8][C:9]([CH:10]([F:12])[F:11])=[C:2]([CH:3]=1)[C:52]([O:53][CH3:54])=[O:50])#[N:6]. The yield is 0.770.